From a dataset of Catalyst prediction with 721,799 reactions and 888 catalyst types from USPTO. Predict which catalyst facilitates the given reaction. (1) Reactant: [C:1]([O:5][C:6]([NH:8][C@@H:9]1[CH2:13][CH2:12][C@:11]([CH2:17][CH2:18][O:19][CH3:20])([C:14]([OH:16])=O)[CH2:10]1)=[O:7])([CH3:4])([CH3:3])[CH3:2].Cl.Cl.[F:23][C:24]([F:38])([F:37])[C:25]1[CH:30]=[CH:29][N:28]=[C:27]([N:31]2[CH2:36][CH2:35][NH:34][CH2:33][CH2:32]2)[CH:26]=1.C(N(CC)CC)C.F[P-](F)(F)(F)(F)F.N1(OC(N(C)C)=[N+](C)C)C2C=CC=CC=2N=N1. Product: [C:1]([O:5][C:6](=[O:7])[NH:8][C@@H:9]1[CH2:13][CH2:12][C@:11]([CH2:17][CH2:18][O:19][CH3:20])([C:14]([N:34]2[CH2:35][CH2:36][N:31]([C:27]3[CH:26]=[C:25]([C:24]([F:38])([F:23])[F:37])[CH:30]=[CH:29][N:28]=3)[CH2:32][CH2:33]2)=[O:16])[CH2:10]1)([CH3:2])([CH3:3])[CH3:4]. The catalyst class is: 85. (2) Reactant: [Br:1][C:2]1[CH:3]=[CH:4][C:5]([O:10][CH2:11][CH3:12])=[C:6]([CH:9]=1)[CH:7]=[O:8].C(O)C.[BH4-].[Na+]. Product: [Br:1][C:2]1[CH:3]=[CH:4][C:5]([O:10][CH2:11][CH3:12])=[C:6]([CH:9]=1)[CH2:7][OH:8]. The catalyst class is: 1. (3) Reactant: [CH2:1]([C@@:8]12[CH2:20][CH2:19][CH2:18][N:9]1[C@@H](C(Cl)(Cl)Cl)[O:11][C:12]2=O)[C:2]1[CH:7]=[CH:6][CH:5]=[CH:4][CH:3]=1.[NH3:21]. Product: [CH2:1]([C@@:8]1([C:12]([NH2:21])=[O:11])[CH2:20][CH2:19][CH2:18][NH:9]1)[C:2]1[CH:7]=[CH:6][CH:5]=[CH:4][CH:3]=1. The catalyst class is: 5. (4) Product: [S:1]1[CH:5]=[CH:4][N:3]=[C:2]1[C:6]1[CH:13]=[CH:12][C:9]([CH2:10][Br:33])=[CH:8][CH:7]=1. The catalyst class is: 7. Reactant: [S:1]1[CH:5]=[CH:4][N:3]=[C:2]1[C:6]1[CH:13]=[CH:12][C:9]([CH2:10]O)=[CH:8][CH:7]=1.C1(P(C2C=CC=CC=2)C2C=CC=CC=2)C=CC=CC=1.[Br:33]N1C(=O)CCC1=O.C(=O)([O-])O.[Na+]. (5) Reactant: [Cl:1][C:2]1[C:11](Cl)=[N:10][C:9]2[C:4](=[CH:5][CH:6]=[C:7]([O:13][CH3:14])[CH:8]=2)[N:3]=1.[CH3:15][NH:16][CH3:17]. Product: [Cl:1][C:2]1[C:11]([N:16]([CH3:17])[CH3:15])=[N:10][C:9]2[C:4]([N:3]=1)=[CH:5][CH:6]=[C:7]([O:13][CH3:14])[CH:8]=2. The catalyst class is: 2. (6) The catalyst class is: 16. Product: [Cl:11][C:12]1[C:19]([CH3:20])=[C:18]([N:7]2[CH2:8][CH2:9][C@H:5]([C:2]([OH:1])([CH3:4])[CH3:3])[C@@H:6]2[CH3:10])[CH:17]=[CH:16][C:13]=1[C:14]#[N:15]. Reactant: [OH:1][C:2]([C@H:5]1[CH2:9][CH2:8][NH:7][C@H:6]1[CH3:10])([CH3:4])[CH3:3].[Cl:11][C:12]1[C:19]([CH3:20])=[C:18](F)[CH:17]=[CH:16][C:13]=1[C:14]#[N:15].C(=O)([O-])[O-].[Li+].[Li+]. (7) Reactant: [SH:1][C:2]1[NH:3][C:4]2[CH:10]=[C:9]([C:11]([F:14])([F:13])[F:12])[CH:8]=[CH:7][C:5]=2[N:6]=1.Cl.Cl[CH2:17][C:18]1[CH:24]=[CH:23][CH:22]=[CH:21][C:19]=1[NH2:20]. Product: [F:12][C:11]([F:14])([F:13])[C:9]1[CH:8]=[CH:7][C:5]2[NH:6][C:2]([S:1][CH2:17][C:18]3[CH:24]=[CH:23][CH:22]=[CH:21][C:19]=3[NH2:20])=[N:3][C:4]=2[CH:10]=1. The catalyst class is: 32. (8) Reactant: [F:1][C:2]1[CH:7]=[CH:6][C:5]([C:8]2[CH:9]=[CH:10][C:11]([N:14]3[CH2:19][CH2:18][CH:17]([CH2:20][CH2:21][NH:22][C:23](=[O:34])[O:24][C:25]4[CH:30]=[CH:29]C([N+]([O-])=O)=CC=4)[CH2:16][CH2:15]3)=[N:12][CH:13]=2)=[CH:4][CH:3]=1.C(N(CC)C(C)C)(C)C.[S:44]1C=C(CO)[N:46]=[N:45]1. Product: [F:1][C:2]1[CH:7]=[CH:6][C:5]([C:8]2[CH:9]=[CH:10][C:11]([N:14]3[CH2:19][CH2:18][CH:17]([CH2:20][CH2:21][NH:22][C:23](=[O:34])[O:24][CH2:25][C:30]4[N:46]=[N:45][S:44][CH:29]=4)[CH2:16][CH2:15]3)=[N:12][CH:13]=2)=[CH:4][CH:3]=1. The catalyst class is: 26.